The task is: Predict the product of the given reaction.. This data is from Forward reaction prediction with 1.9M reactions from USPTO patents (1976-2016). (1) Given the reactants C([O:3][C:4](=O)[CH:5]([NH:15][S:16]([C:19]1[CH:24]=[C:23]([F:25])[CH:22]=[C:21]([F:26])[CH:20]=1)(=[O:18])=[O:17])[CH:6]([C:11]([F:14])([F:13])[F:12])[C:7]([F:10])([F:9])[F:8])C.[Li+].[BH4-].O.CCOC(C)=O, predict the reaction product. The product is: [F:25][C:23]1[CH:24]=[C:19]([S:16]([NH:15][CH:5]([CH2:4][OH:3])[CH:6]([C:7]([F:10])([F:8])[F:9])[C:11]([F:13])([F:12])[F:14])(=[O:17])=[O:18])[CH:20]=[C:21]([F:26])[CH:22]=1. (2) Given the reactants [F:1][C:2]1[CH:3]=[CH:4][C:5]([O:20][CH3:21])=[C:6]([C:8]2([CH2:11][C:12]([OH:19])([C:15]([F:18])([F:17])[F:16])[CH:13]=O)[CH2:10][CH2:9]2)[CH:7]=1.[CH3:22][O:23][C:24]([C:26]1[CH:35]=[CH:34][C:33]2[C:28](=[CH:29][CH:30]=[CH:31][C:32]=2[NH2:36])[N:27]=1)=[O:25], predict the reaction product. The product is: [CH3:22][O:23][C:24]([C:26]1[CH:35]=[CH:34][C:33]2[C:28](=[CH:29][CH:30]=[CH:31][C:32]=2[N:36]=[CH:13][C:12]([OH:19])([C:15]([F:18])([F:16])[F:17])[CH2:11][C:8]2([C:6]3[CH:7]=[C:2]([F:1])[CH:3]=[CH:4][C:5]=3[O:20][CH3:21])[CH2:10][CH2:9]2)[N:27]=1)=[O:25]. (3) Given the reactants [NH2:1][C:2]1[N:16]=[CH:15][C:14](Br)=[CH:13][C:3]=1[C:4]([NH:6][C:7]1[CH:12]=[CH:11][N:10]=[CH:9][CH:8]=1)=[O:5].[F:18][C:19]1[CH:20]=[C:21](B(O)O)[CH:22]=[CH:23][C:24]=1[C:25]([O:27][CH3:28])=[O:26], predict the reaction product. The product is: [CH3:28][O:27][C:25](=[O:26])[C:24]1[CH:23]=[CH:22][C:21]([C:14]2[CH:15]=[N:16][C:2]([NH2:1])=[C:3]([C:4](=[O:5])[NH:6][C:7]3[CH:12]=[CH:11][N:10]=[CH:9][CH:8]=3)[CH:13]=2)=[CH:20][C:19]=1[F:18]. (4) Given the reactants [H-].[Na+].[Br:3][CH2:4][CH2:5][C:6]1[CH:13]=[CH:12][C:9]([CH2:10][OH:11])=[CH:8][CH:7]=1.I[CH3:15].O, predict the reaction product. The product is: [CH3:15][O:11][CH2:10][C:9]1[CH:12]=[CH:13][C:6]([CH2:5][CH2:4][Br:3])=[CH:7][CH:8]=1. (5) The product is: [ClH:12].[Cl:12][C:11]1[CH:7]=[C:3]([C:4]([NH2:6])=[O:5])[C:1](=[NH:2])[N:26]([CH:24]([C:18]2[CH:19]=[C:20]([F:23])[CH:21]=[CH:22][C:17]=2[F:16])[CH3:25])[CH:10]=1. Given the reactants [C:1]([CH:3]([CH:7]1[C:11]([Cl:12])=[C:10](Cl)C(=O)O1)[C:4]([NH2:6])=[O:5])#[N:2].Cl.[F:16][C:17]1[CH:22]=[CH:21][C:20]([F:23])=[CH:19][C:18]=1[CH:24]([NH2:26])[CH3:25], predict the reaction product. (6) Given the reactants [Br:1][C:2]1[C:3]([OH:16])=[C:4]2[C:9](=[CH:10][CH:11]=1)[N:8]([C:12](=[O:14])[CH3:13])[C@@H:7]([CH3:15])[CH2:6][CH2:5]2.Cl[C:18]1[N:27]=[CH:26][C:25]2[C:20](=[CH:21][CH:22]=[CH:23][CH:24]=2)[N:19]=1.C(=O)([O-])[O-].[K+].[K+].O, predict the reaction product. The product is: [Br:1][C:2]1[C:3]([O:16][C:18]2[N:27]=[CH:26][C:25]3[C:20](=[CH:21][CH:22]=[CH:23][CH:24]=3)[N:19]=2)=[C:4]2[C:9](=[CH:10][CH:11]=1)[N:8]([C:12](=[O:14])[CH3:13])[C@@H:7]([CH3:15])[CH2:6][CH2:5]2.